Dataset: Peptide-MHC class I binding affinity with 185,985 pairs from IEDB/IMGT. Task: Regression. Given a peptide amino acid sequence and an MHC pseudo amino acid sequence, predict their binding affinity value. This is MHC class I binding data. (1) The peptide sequence is EGGVGWRHW. The MHC is HLA-B44:02 with pseudo-sequence HLA-B44:02. The binding affinity (normalized) is 0.133. (2) The peptide sequence is KIFKVTGEF. The MHC is HLA-A29:02 with pseudo-sequence HLA-A29:02. The binding affinity (normalized) is 0.390. (3) The peptide sequence is LQKIPLQWF. The MHC is HLA-B15:01 with pseudo-sequence HLA-B15:01. The binding affinity (normalized) is 0.540. (4) The peptide sequence is RRLTVCGGIMF. The MHC is HLA-A01:01 with pseudo-sequence HLA-A01:01. The binding affinity (normalized) is 0.213. (5) The peptide sequence is HPKKVKQAF. The MHC is HLA-A30:02 with pseudo-sequence HLA-A30:02. The binding affinity (normalized) is 0.213. (6) The binding affinity (normalized) is 0.301. The MHC is Mamu-B8701 with pseudo-sequence Mamu-B8701. The peptide sequence is LEELKEEAL. (7) The peptide sequence is VSFDQNLDY. The MHC is HLA-B40:01 with pseudo-sequence HLA-B40:01. The binding affinity (normalized) is 0.0847. (8) The peptide sequence is TMNVTTHKY. The MHC is HLA-A02:02 with pseudo-sequence HLA-A02:02. The binding affinity (normalized) is 0.0193.